Dataset: Forward reaction prediction with 1.9M reactions from USPTO patents (1976-2016). Task: Predict the product of the given reaction. (1) Given the reactants [F:1][C:2]1[CH:3]=[CH:4][C:5]([O:15][CH3:16])=[C:6](/[CH:8]=[CH:9]/[C:10]([O:12][CH2:13][CH3:14])=[O:11])[CH:7]=1.C(O)(=[O:26])C=CC1C=CC=CC=1, predict the reaction product. The product is: [F:1][C:2]1[CH:3]=[CH:4][C:5]([O:15][CH3:16])=[C:6]([CH2:8][C@@H:9]([OH:26])[C:10]([O:12][CH2:13][CH3:14])=[O:11])[CH:7]=1. (2) Given the reactants [C:1]1(=O)[CH2:6][CH2:5][CH2:4][CH2:3][CH2:2]1.[NH2:8][C:9]1[CH:14]=[CH:13][CH:12]=[CH:11][CH:10]=1.C(O)C.[OH-].[Na+], predict the reaction product. The product is: [C:1]1([C:12]2[CH:13]=[CH:14][C:9]([NH2:8])=[CH:10][CH:11]=2)[CH2:6][CH2:5][CH2:4][CH2:3][CH:2]=1.[NH2:8][C:9]1[CH:14]=[CH:13][CH:12]=[CH:11][CH:10]=1.